This data is from Full USPTO retrosynthesis dataset with 1.9M reactions from patents (1976-2016). The task is: Predict the reactants needed to synthesize the given product. (1) Given the product [CH3:30][O:29][C:27](=[O:28])[NH:16][C:12]1[CH:11]=[C:10]([C:8]2[CH:9]=[C:4]3[CH:3]=[N:2][NH:1][C:5]3=[N:6][CH:7]=2)[CH:15]=[CH:14][N:13]=1, predict the reactants needed to synthesize it. The reactants are: [NH:1]1[C:5]2=[N:6][CH:7]=[C:8]([C:10]3[CH:15]=[CH:14][N:13]=[C:12]([NH2:16])[CH:11]=3)[CH:9]=[C:4]2[CH:3]=[N:2]1.CCN(C(C)C)C(C)C.Cl[C:27]([O:29][CH3:30])=[O:28]. (2) Given the product [Cl:23][C:24]1[CH:25]=[C:26]([CH2:31][S:32]([NH:35][C:36]2[N:37]=[N:38][C:39]([S:44]([CH2:47][CH2:48][CH2:49][OH:50])(=[O:45])=[O:46])=[CH:40][C:41]=2[OH:42])(=[O:33])=[O:34])[CH:27]=[C:28]([Cl:30])[CH:29]=1, predict the reactants needed to synthesize it. The reactants are: ClC1N=NC(NS(CC2C=C(C#N)C=CC=2Cl)(=O)=O)=C(O)C=1.[Cl:23][C:24]1[CH:25]=[C:26]([CH2:31][S:32]([NH:35][C:36]2[N:37]=[N:38][C:39]([S:44]([CH2:47][CH2:48][CH2:49][O:50]C)(=[O:46])=[O:45])=[CH:40][C:41]=2[O:42]C)(=[O:34])=[O:33])[CH:27]=[C:28]([Cl:30])[CH:29]=1.ClC1N=NC(NS(CC2C=C(C#N)C=CC=2Cl)(=O)=O)=C(OC)C=1. (3) The reactants are: [F:1][C:2]1[CH:8]=[CH:7][CH:6]=[C:4]([OH:5])[C:3]=1[OH:9].[OH-].[Na+].[CH2:12](O)[CH3:13].Br[CH2:16][CH3:17]. Given the product [CH2:16]([O:5][C:4]1[CH:6]=[CH:7][CH:8]=[C:2]([F:1])[C:3]=1[O:9][CH2:12][CH3:13])[CH3:17], predict the reactants needed to synthesize it. (4) Given the product [Cl:11][C:3]1[CH:4]=[C:5]([N+:8]([O-:10])=[O:9])[CH:6]=[CH:7][C:2]=1[N:15]1[CH2:14][CH2:13][N:12]([C:18]([O:20][C:21]([CH3:24])([CH3:23])[CH3:22])=[O:19])[CH2:17][CH2:16]1, predict the reactants needed to synthesize it. The reactants are: Br[C:2]1[CH:7]=[CH:6][C:5]([N+:8]([O-:10])=[O:9])=[CH:4][C:3]=1[Cl:11].[N:12]1([C:18]([O:20][C:21]([CH3:24])([CH3:23])[CH3:22])=[O:19])[CH2:17][CH2:16][NH:15][CH2:14][CH2:13]1.C(=O)([O-])[O-].[K+].[K+]. (5) Given the product [I:11][C:10]1[C:3]2[C:2]([NH:46][CH3:45])=[N:7][CH:6]=[N:5][C:4]=2[N:8]([C@@H:12]2[O:34][C@H:33]([CH2:35][OH:36])[C@@H:23]([OH:24])[C@H:13]2[OH:14])[CH:9]=1, predict the reactants needed to synthesize it. The reactants are: Cl[C:2]1[C:3]2[C:10]([I:11])=[CH:9][N:8]([C@@H:12]3[O:34][C@H:33]([CH2:35][O:36]C(=O)C4C=CC=CC=4)[C@@H:23]([O:24]C(=O)C4C=CC=CC=4)[C@H:13]3[O:14]C(=O)C3C=CC=CC=3)[C:4]=2[N:5]=[CH:6][N:7]=1.[CH3:45][NH2:46]. (6) Given the product [F:10][C:4]1[CH:3]=[C:2]([N:72]2[C:71]3[CH:70]=[CH:69][CH:68]=[C:67]([C:64]4[CH:65]=[N:66][C:61]([C:60]([F:81])([F:59])[F:80])=[CH:62][CH:63]=4)[C:79]=3[C:78]3[C:73]2=[CH:74][CH:75]=[CH:76][CH:77]=3)[CH:9]=[CH:8][C:5]=1[C:6]#[N:7], predict the reactants needed to synthesize it. The reactants are: Br[C:2]1[CH:9]=[CH:8][C:5]([C:6]#[N:7])=[C:4]([F:10])[CH:3]=1.C(=O)([O-])[O-].[Cs+].[Cs+].CC1(C)C2C=CC=C(P(C3C=CC=CC=3)C3C=CC=CC=3)C=2OC2C1=CC=CC=2P(C1C=CC=CC=1)C1C=CC=CC=1.[F:59][C:60]([F:81])([F:80])[C:61]1[N:66]=[CH:65][C:64]([C:67]2[C:79]3[C:78]4[C:73](=[CH:74][CH:75]=[CH:76][CH:77]=4)[NH:72][C:71]=3[CH:70]=[CH:69][CH:68]=2)=[CH:63][CH:62]=1.